From a dataset of Reaction yield outcomes from USPTO patents with 853,638 reactions. Predict the reaction yield, written as a fraction of the theoretical maximum amount of product (1.0 means a 100% yield; for example, 0.34 means a 34% yield). (1) The product is [CH:18]1([CH2:17][O:16][C:13]2[CH:14]=[CH:15][C:10]([C:9](=[O:22])[CH2:6][C:2]#[N:1])=[C:11]([CH3:21])[CH:12]=2)[CH2:19][CH2:20]1. The yield is 0.690. No catalyst specified. The reactants are [NH2:1][C:2]1[CH:6]=CNN=1.CO[C:9](=[O:22])[C:10]1[CH:15]=[CH:14][C:13]([O:16][CH2:17][CH:18]2[CH2:20][CH2:19]2)=[CH:12][C:11]=1[CH3:21]. (2) The reactants are C1(C(C2C=CC=CC=2)=[N:8][C:9]2[CH:18]=[C:17]3[C:12]([CH:13]=[CH:14][CH:15]=[N:16]3)=[C:11]([F:19])[CH:10]=2)C=CC=CC=1.Cl. The catalyst is C1COCC1.C([O-])(O)=O.[Na+]. The product is [F:19][C:11]1[CH:10]=[C:9]([NH2:8])[CH:18]=[C:17]2[C:12]=1[CH:13]=[CH:14][CH:15]=[N:16]2. The yield is 0.890. (3) The reactants are [Cl:1][CH2:2][CH2:3][O:4][C:5]1[CH:10]=[C:9]([CH2:11]Cl)[C:8]([CH2:13]Cl)=[CH:7][C:6]=1[O:15][CH3:16].[C:17]([O-:20])(=[O:19])[CH3:18].[Na+]. The catalyst is C(O)(=O)C. The product is [C:17]([O:20][CH2:13][C:8]1[CH:7]=[C:6]([O:15][CH3:16])[C:5]([O:4][CH2:3][CH2:2][Cl:1])=[CH:10][C:9]=1[CH2:11][O:20][C:17](=[O:19])[CH3:18])(=[O:19])[CH3:18]. The yield is 0.860. (4) The reactants are [NH2:1][C:2]1[C:3](Cl)=[N:4][C:5]2[C:10]([N:11]=1)=[CH:9][C:8]([O:12][CH3:13])=[CH:7][CH:6]=2.[CH3:15][O-:16].[Na+]. The catalyst is O1CCCC1.CO. The product is [NH2:1][C:2]1[C:3]([O:16][CH3:15])=[N:4][C:5]2[C:10]([N:11]=1)=[CH:9][C:8]([O:12][CH3:13])=[CH:7][CH:6]=2. The yield is 0.800.